This data is from Full USPTO retrosynthesis dataset with 1.9M reactions from patents (1976-2016). The task is: Predict the reactants needed to synthesize the given product. (1) Given the product [C:24]([O:23][C@@H:18]([C:9]1[C:8]([CH3:28])=[CH:7][C:5]2[N:6]=[C:2]([C:35]3[N:34]=[C:33]4[C:32]([N:52]5[CH2:53][CH2:54][N:55]([CH3:58])[CH2:56][CH2:57]5)=[N:31][N:30]([CH3:29])[C:38]4=[CH:37][CH:36]=3)[S:3][C:4]=2[C:10]=1[C:11]1[CH:16]=[CH:15][C:14]([Cl:17])=[CH:13][CH:12]=1)[C:19]([O:21][CH3:22])=[O:20])([CH3:27])([CH3:26])[CH3:25], predict the reactants needed to synthesize it. The reactants are: Br[C:2]1[S:3][C:4]2[C:10]([C:11]3[CH:16]=[CH:15][C:14]([Cl:17])=[CH:13][CH:12]=3)=[C:9]([C@H:18]([O:23][C:24]([CH3:27])([CH3:26])[CH3:25])[C:19]([O:21][CH3:22])=[O:20])[C:8]([CH3:28])=[CH:7][C:5]=2[N:6]=1.[CH3:29][N:30]1[C:38]2[C:33](=[N:34][C:35]([Sn](CCCC)(CCCC)CCCC)=[CH:36][CH:37]=2)[C:32]([N:52]2[CH2:57][CH2:56][N:55]([CH3:58])[CH2:54][CH2:53]2)=[N:31]1.[Li+].[Cl-]. (2) Given the product [CH2:1]([O:8][CH2:9][C:10]1([CH2:12][O:13][CH2:14][C:15]2[CH:16]=[CH:17][CH:18]=[CH:19][CH:20]=2)[O:22][CH2:23][CH2:24][O:11]1)[C:2]1[CH:3]=[CH:4][CH:5]=[CH:6][CH:7]=1, predict the reactants needed to synthesize it. The reactants are: [CH2:1]([O:8][CH2:9][C:10]([CH2:12][O:13][CH2:14][C:15]1[CH:20]=[CH:19][CH:18]=[CH:17][CH:16]=1)=[O:11])[C:2]1[CH:7]=[CH:6][CH:5]=[CH:4][CH:3]=1.C(OCC)(OCC)[O:22][CH2:23][CH3:24].C(=O)([O-])O.[Na+]. (3) Given the product [C:2]12([C:12]3[CH:26]=[C:25]([C:33]4[CH:34]=[C:35]5[C:40](=[CH:41][CH:42]=4)[CH:39]=[C:38]([C:43]([O:45][CH3:46])=[O:44])[CH:37]=[CH:36]5)[CH:24]=[CH:23][C:13]=3[O:14][CH2:15][CH:16]3[CH2:20][O:19][C:18]([CH3:22])([CH3:21])[O:17]3)[CH2:11][CH:6]3[CH2:7][CH:8]([CH2:10][CH:4]([CH2:5]3)[CH2:3]1)[CH2:9]2, predict the reactants needed to synthesize it. The reactants are: [Mg].[C:2]12([C:12]3[CH:26]=[C:25](Br)[CH:24]=[CH:23][C:13]=3[O:14][CH2:15][CH:16]3[CH2:20][O:19][C:18]([CH3:22])([CH3:21])[O:17]3)[CH2:11][CH:6]3[CH2:7][CH:8]([CH2:10][CH:4]([CH2:5]3)[CH2:3]1)[CH2:9]2.BrC(Br)C.Br[C:33]1[CH:34]=[C:35]2[C:40](=[CH:41][CH:42]=1)[CH:39]=[C:38]([C:43]([O:45][CH3:46])=[O:44])[CH:37]=[CH:36]2.[Cl-].[NH4+]. (4) Given the product [CH2:17]([O:16][C:12](=[O:15])[CH2:13][CH2:14][N:1]1[CH2:6][CH2:5][O:4][CH:3]([C:7]([O:9][CH2:10][CH3:11])=[O:8])[CH2:2]1)[CH3:18], predict the reactants needed to synthesize it. The reactants are: [NH:1]1[CH2:6][CH2:5][O:4][CH:3]([C:7]([O:9][CH2:10][CH3:11])=[O:8])[CH2:2]1.[C:12]([O:16][CH2:17][CH3:18])(=[O:15])[CH:13]=[CH2:14]. (5) Given the product [CH2:1]([O:8][C:9]1[CH:10]=[C:11]([C:19]2[NH:28][C:22]3=[N:23][CH:24]=[C:25]([C:29]4[CH:34]=[CH:33][CH:32]=[CH:31][CH:30]=4)[CH:26]=[C:21]3[N:20]=2)[CH:12]=[C:13]([O:15][CH:16]([CH3:18])[CH3:17])[CH:14]=1)[C:2]1[CH:7]=[CH:6][CH:5]=[CH:4][CH:3]=1, predict the reactants needed to synthesize it. The reactants are: [CH2:1]([O:8][C:9]1[CH:10]=[C:11]([C:19]2[NH:28][C:22]3=[N:23][CH:24]=[C:25](Br)[CH:26]=[C:21]3[N:20]=2)[CH:12]=[C:13]([O:15][CH:16]([CH3:18])[CH3:17])[CH:14]=1)[C:2]1[CH:7]=[CH:6][CH:5]=[CH:4][CH:3]=1.[C:29]1(B(O)O)[CH:34]=[CH:33][CH:32]=[CH:31][CH:30]=1.C(COC)OC.C(=O)([O-])[O-].[Na+].[Na+]. (6) Given the product [C:1]([O:9][CH2:10][C@@:11]1([CH3:26])[CH2:17][CH2:16][CH2:15][CH:14]([OH:18])[CH2:13][O:12]1)(=[O:8])[C:2]1[CH:7]=[CH:6][CH:5]=[CH:4][CH:3]=1, predict the reactants needed to synthesize it. The reactants are: [C:1]([O:9][CH2:10][C@@:11]1([CH3:26])[CH:17]=[CH:16][CH2:15][CH:14]([O:18]CC2C=CC=CC=2)[CH2:13][O:12]1)(=[O:8])[C:2]1[CH:7]=[CH:6][CH:5]=[CH:4][CH:3]=1. (7) Given the product [C:12]([N:9]1[CH2:8][CH2:7][CH:6]([O:5][C:22]2[CH:23]=[C:24]3[C:28](=[CH:29][CH:30]=2)[N:27]([S:31]([C:34]2[CH:35]=[CH:36][C:37]([CH3:38])=[CH:39][CH:40]=2)(=[O:33])=[O:32])[N:26]=[C:25]3[CH2:41][N:42]([CH3:54])[CH2:43][CH2:44][N:45]([CH3:53])[C:46](=[O:52])[O:47][C:48]([CH3:51])([CH3:49])[CH3:50])[CH2:11][CH2:10]1)(=[O:14])[CH3:13], predict the reactants needed to synthesize it. The reactants are: CS([O:5][CH:6]1[CH2:11][CH2:10][N:9]([C:12](=[O:14])[CH3:13])[CH2:8][CH2:7]1)(=O)=O.C(=O)([O-])[O-].[Cs+].[Cs+].O[C:22]1[CH:23]=[C:24]2[C:28](=[CH:29][CH:30]=1)[N:27]([S:31]([C:34]1[CH:40]=[CH:39][C:37]([CH3:38])=[CH:36][CH:35]=1)(=[O:33])=[O:32])[N:26]=[C:25]2[CH2:41][N:42]([CH3:54])[CH2:43][CH2:44][N:45]([CH3:53])[C:46](=[O:52])[O:47][C:48]([CH3:51])([CH3:50])[CH3:49].O. (8) Given the product [N+:1]([C:4]1[CH:5]=[CH:6][C:7]([C@@H:10]([CH3:23])[CH2:11][NH2:12])=[CH:8][CH:9]=1)([O-:3])=[O:2], predict the reactants needed to synthesize it. The reactants are: [N+:1]([C:4]1[CH:9]=[CH:8][C:7]([C@@H:10]([CH3:23])[CH2:11][N:12]2C(=O)C3C(=CC=CC=3)C2=O)=[CH:6][CH:5]=1)([O-:3])=[O:2].NN. (9) Given the product [O:13]1[C:17]([C:18]2[CH:19]=[CH:20][C:21]([NH:24][N:25]=[CH:9][C:8]3[CH:11]=[CH:12][C:5]([CH2:4][N:2]([CH3:3])[CH3:1])=[CH:6][CH:7]=3)=[CH:22][CH:23]=2)=[CH:16][N:15]=[CH:14]1, predict the reactants needed to synthesize it. The reactants are: [CH3:1][N:2]([CH2:4][C:5]1[CH:12]=[CH:11][C:8]([CH:9]=O)=[CH:7][CH:6]=1)[CH3:3].[O:13]1[C:17]([C:18]2[CH:23]=[CH:22][C:21]([NH:24][NH2:25])=[CH:20][CH:19]=2)=[CH:16][N:15]=[CH:14]1.